From a dataset of Forward reaction prediction with 1.9M reactions from USPTO patents (1976-2016). Predict the product of the given reaction. (1) Given the reactants [CH2:1]([O:3][CH2:4][CH2:5][O:6][C:7]1[CH:12]=[C:11]([CH3:13])[C:10]([C:14]2[CH:19]=[CH:18][CH:17]=[C:16]([CH2:20][NH:21][C:22]3[CH:27]=[CH:26][C:25]([CH2:28][CH2:29][C:30]([O:32]CC)=[O:31])=[C:24]([F:35])[CH:23]=3)[CH:15]=2)=[C:9]([CH3:36])[CH:8]=1)[CH3:2].[OH-].[Na+].O.C(O)(=O)CC(CC(O)=O)(C(O)=O)O, predict the reaction product. The product is: [CH2:1]([O:3][CH2:4][CH2:5][O:6][C:7]1[CH:12]=[C:11]([CH3:13])[C:10]([C:14]2[CH:19]=[CH:18][CH:17]=[C:16]([CH2:20][NH:21][C:22]3[CH:27]=[CH:26][C:25]([CH2:28][CH2:29][C:30]([OH:32])=[O:31])=[C:24]([F:35])[CH:23]=3)[CH:15]=2)=[C:9]([CH3:36])[CH:8]=1)[CH3:2]. (2) Given the reactants C(N(CC)CC)C.[NH2:8][C@@H:9]1[CH2:15][CH2:14][C@@H:13]([C:16]2[CH:21]=[CH:20][CH:19]=[C:18]([F:22])[C:17]=2[F:23])[CH2:12][N:11]2[C:24]([C:27]([CH3:33])([O:29][CH2:30][CH2:31][OH:32])[CH3:28])=[CH:25][N:26]=[C:10]12.Cl[C:35](OC1C=CC([N+]([O-])=O)=CC=1)=[O:36].[NH:47]1[CH2:52][CH2:51][CH:50]([N:53]2[CH2:62][C:61]3[C:56](=[CH:57][CH:58]=[CH:59][CH:60]=3)[NH:55][C:54]2=[O:63])[CH2:49][CH2:48]1.C(=O)([O-])[O-].[Na+].[Na+], predict the reaction product. The product is: [F:23][C:17]1[C:18]([F:22])=[CH:19][CH:20]=[CH:21][C:16]=1[C@H:13]1[CH2:12][N:11]2[C:24]([C:27]([O:29][CH2:30][CH2:31][OH:32])([CH3:33])[CH3:28])=[CH:25][N:26]=[C:10]2[C@H:9]([NH:8][C:35]([N:47]2[CH2:48][CH2:49][CH:50]([N:53]3[CH2:62][C:61]4[C:56](=[CH:57][CH:58]=[CH:59][CH:60]=4)[NH:55][C:54]3=[O:63])[CH2:51][CH2:52]2)=[O:36])[CH2:15][CH2:14]1. (3) Given the reactants Cl[C:2]1[C:11]2[C:6](=[C:7]([NH:12][C:13]([NH:15][CH2:16][C:17]3[CH:22]=[CH:21][C:20]([C:23]([F:26])([F:25])[F:24])=[CH:19][CH:18]=3)=[O:14])[CH:8]=[CH:9][CH:10]=2)[CH:5]=[CH:4][N:3]=1.[CH3:27][N:28](C=O)C, predict the reaction product. The product is: [C:27]([C:2]1[C:11]2[C:6](=[C:7]([NH:12][C:13]([NH:15][CH2:16][C:17]3[CH:22]=[CH:21][C:20]([C:23]([F:26])([F:25])[F:24])=[CH:19][CH:18]=3)=[O:14])[CH:8]=[CH:9][CH:10]=2)[CH:5]=[CH:4][N:3]=1)#[N:28]. (4) Given the reactants [NH2:1][C:2]1[CH:3]=[CH:4][C:5]2[C:11]([CH3:13])([CH3:12])[CH2:10][CH2:9][C:8](=[O:14])[N:7]([CH2:15][CH3:16])[C:6]=2[CH:17]=1.Cl[C:19]1[N:24]=[C:23]([NH:25][C:26]2[C:31]([S:32]([CH3:35])(=[O:34])=[O:33])=[CH:30][CH:29]=[CH:28][C:27]=2[F:36])[C:22]([Cl:37])=[CH:21][N:20]=1, predict the reaction product. The product is: [Cl:37][C:22]1[C:23]([NH:25][C:26]2[C:31]([S:32]([CH3:35])(=[O:34])=[O:33])=[CH:30][CH:29]=[CH:28][C:27]=2[F:36])=[N:24][C:19]([NH:1][C:2]2[CH:3]=[CH:4][C:5]3[C:11]([CH3:12])([CH3:13])[CH2:10][CH2:9][C:8](=[O:14])[N:7]([CH2:15][CH3:16])[C:6]=3[CH:17]=2)=[N:20][CH:21]=1. (5) Given the reactants [F:1][C:2]1[CH:11]=[CH:10][C:5]([C:6]([O:8]C)=O)=[CH:4][C:3]=1[NH:12][C:13]([O:15][CH2:16][CH:17]=[CH2:18])=[O:14].[Li+].C[Si]([N-][Si](C)(C)C)(C)C.[Cl:29][C:30]1[N:35]=[C:34]([CH3:36])[CH:33]=[CH:32][N:31]=1, predict the reaction product. The product is: [CH2:16]([O:15][C:13](=[O:14])[NH:12][C:3]1[CH:4]=[C:5]([C:6](=[O:8])[CH2:36][C:34]2[CH:33]=[CH:32][N:31]=[C:30]([Cl:29])[N:35]=2)[CH:10]=[CH:11][C:2]=1[F:1])[CH:17]=[CH2:18]. (6) Given the reactants [H-].[Na+].[F:3][C:4]([F:18])([F:17])[C:5]1[CH:10]=[CH:9][N:8]=[C:7]([C:11]2[NH:12][O:13][C:14](=[O:16])[N:15]=2)[CH:6]=1.[CH:19]1([C:22](Cl)=[O:23])[CH2:21][CH2:20]1.[Cl-].[NH4+], predict the reaction product. The product is: [CH:19]1([C:22]([N:15]2[C:14](=[O:16])[O:13][N:12]=[C:11]2[C:7]2[CH:6]=[C:5]([C:4]([F:3])([F:17])[F:18])[CH:10]=[CH:9][N:8]=2)=[O:23])[CH2:21][CH2:20]1. (7) The product is: [CH3:11][N:10]1[C:3]2[C:2]([O:19][C:16]3[CH:17]=[CH:18][C:13]([NH2:12])=[CH:14][CH:15]=3)=[N:7][CH:6]=[N:5][C:4]=2[CH:8]=[CH:9]1. Given the reactants Cl[C:2]1[C:3]2[N:10]([CH3:11])[CH:9]=[CH:8][C:4]=2[N:5]=[CH:6][N:7]=1.[NH2:12][C:13]1[CH:18]=[CH:17][C:16]([OH:19])=[CH:15][CH:14]=1.C(=O)([O-])[O-].[Cs+].[Cs+].CN1CCCC1=O, predict the reaction product. (8) The product is: [NH2:8][C:9]1[CH:16]=[CH:15][CH:14]=[C:13]([O:7][CH2:6][C@H:2]2[CH2:3][CH2:4][CH2:5][NH:1]2)[C:10]=1[C:11]#[N:12]. Given the reactants [NH:1]1[CH2:5][CH2:4][CH2:3][C@@H:2]1[CH2:6][OH:7].[NH2:8][C:9]1[CH:16]=[CH:15][CH:14]=[C:13](F)[C:10]=1[C:11]#[N:12], predict the reaction product. (9) Given the reactants C(OC([NH:8][C:9]([CH3:34])([CH3:33])[C@H:10]([NH:15][C:16](=[O:32])[C:17]1[CH:22]=[CH:21][C:20]([C:23]#[C:24][C:25]#[C:26][CH2:27][C@H:28]([OH:31])[CH2:29][OH:30])=[CH:19][CH:18]=1)[C:11]([O:13][CH3:14])=[O:12])=O)(C)(C)C.CO.[ClH:37], predict the reaction product. The product is: [ClH:37].[NH2:8][C:9]([CH3:34])([CH3:33])[C@H:10]([NH:15][C:16](=[O:32])[C:17]1[CH:22]=[CH:21][C:20]([C:23]#[C:24][C:25]#[C:26][CH2:27][C@H:28]([OH:31])[CH2:29][OH:30])=[CH:19][CH:18]=1)[C:11]([O:13][CH3:14])=[O:12].